Dataset: Forward reaction prediction with 1.9M reactions from USPTO patents (1976-2016). Task: Predict the product of the given reaction. (1) Given the reactants [NH2:1][CH2:2][CH2:3][CH2:4][NH2:5].[CH:6]1([CH:12]=O)[CH2:11][CH2:10][CH2:9][CH2:8][CH2:7]1.[BH4-].[Na+].C([O-])(O)=O.[Na+], predict the reaction product. The product is: [CH:6]1([CH2:12][NH:1][CH2:2][CH2:3][CH2:4][NH:5][CH2:12][CH:6]2[CH2:11][CH2:10][CH2:9][CH2:8][CH2:7]2)[CH2:11][CH2:10][CH2:9][CH2:8][CH2:7]1. (2) Given the reactants [NH:1]1[CH:5]=[CH:4][N:3]=[C:2]1[CH2:6][N:7]([CH2:14][C:15]1[CH:23]=[CH:22][C:18]([C:19](O)=[O:20])=[CH:17][CH:16]=1)[CH2:8][C:9]1[NH:10][CH:11]=[CH:12][N:13]=1.CCN=C=NCCCN(C)C.Cl.C1C=CC2N(O)N=NC=2C=1.[C:46]([N:53]1[CH2:58][CH2:57][NH:56][CH2:55][CH2:54]1)([O:48][C:49]([CH3:52])([CH3:51])[CH3:50])=[O:47], predict the reaction product. The product is: [C:49]([O:48][C:46]([N:53]1[CH2:54][CH2:55][N:56]([C:19](=[O:20])[C:18]2[CH:22]=[CH:23][C:15]([CH2:14][N:7]([CH2:6][C:2]3[NH:1][CH:5]=[CH:4][N:3]=3)[CH2:8][C:9]3[NH:10][CH:11]=[CH:12][N:13]=3)=[CH:16][CH:17]=2)[CH2:57][CH2:58]1)=[O:47])([CH3:52])([CH3:51])[CH3:50]. (3) The product is: [C:14]([O:18][C:19]([N:21]1[CH2:22][CH2:23][CH:24]([N:27]2[C:31]3=[N:32][CH:33]=[N:34][C:35]([O:13][C:10]4[CH:11]=[CH:12][C:7]([N:6]5[C:2]([CH3:1])=[N:3][N:4]=[N:5]5)=[CH:8][CH:9]=4)=[C:30]3[CH:29]=[N:28]2)[CH2:25][CH2:26]1)=[O:20])([CH3:17])([CH3:15])[CH3:16]. Given the reactants [CH3:1][C:2]1[N:6]([C:7]2[CH:12]=[CH:11][C:10]([OH:13])=[CH:9][CH:8]=2)[N:5]=[N:4][N:3]=1.[C:14]([O:18][C:19]([N:21]1[CH2:26][CH2:25][CH:24]([N:27]2[C:31]3=[N:32][CH:33]=[N:34][C:35](Cl)=[C:30]3[CH:29]=[N:28]2)[CH2:23][CH2:22]1)=[O:20])([CH3:17])([CH3:16])[CH3:15].C(=O)([O-])[O-].[K+].[K+].C(=O)([O-])[O-].[Na+].[Na+], predict the reaction product. (4) Given the reactants C([Sn](CCCC)(CCCC)[C:6]([C:8]1[CH:13]=[CH:12][C:11]([O:14][CH2:15][C:16]2[CH:21]=[CH:20][CH:19]=[CH:18][CH:17]=2)=[CH:10][CH:9]=1)=[CH2:7])CCC, predict the reaction product. The product is: [CH2:15]([O:14][C:11]1[CH:12]=[CH:13][C:8]([C:6]([C:6]([C:8]2[CH:9]=[CH:10][C:11]([O:14][CH2:15][C:16]3[CH:17]=[CH:18][CH:19]=[CH:20][CH:21]=3)=[CH:12][CH:13]=2)=[CH2:7])=[CH2:7])=[CH:9][CH:10]=1)[C:16]1[CH:21]=[CH:20][CH:19]=[CH:18][CH:17]=1. (5) Given the reactants S(OC)(O[CH3:5])(=O)=O.[Cl:8][C:9]1[C:14]([CH2:15][OH:16])=[CH:13][C:12]([NH:17][C:18]2[CH:23]=[CH:22][N:21]=[C:20]([N:24]([C:34]3[CH:39]=[C:38]([N:40]4[CH2:45][CH2:44][O:43][CH2:42][CH2:41]4)[CH:37]=[C:36]([N:46]4[CH2:51][CH2:50][O:49][CH2:48][CH2:47]4)[CH:35]=3)[CH2:25][C:26]3[CH:31]=[CH:30][C:29]([O:32][CH3:33])=[CH:28][CH:27]=3)[N:19]=2)=[C:11]([CH3:52])[N:10]=1.C(=O)([O-])[O-].[Cs+].[Cs+], predict the reaction product. The product is: [Cl:8][C:9]1[C:14]([CH2:15][OH:16])=[CH:13][C:12]([N:17]([C:18]2[CH:23]=[CH:22][N:21]=[C:20]([N:24]([C:34]3[CH:35]=[C:36]([N:46]4[CH2:47][CH2:48][O:49][CH2:50][CH2:51]4)[CH:37]=[C:38]([N:40]4[CH2:45][CH2:44][O:43][CH2:42][CH2:41]4)[CH:39]=3)[CH2:25][C:26]3[CH:31]=[CH:30][C:29]([O:32][CH3:33])=[CH:28][CH:27]=3)[N:19]=2)[CH3:5])=[C:11]([CH3:52])[N:10]=1. (6) Given the reactants [Cl:1][C:2]1[CH:7]=[CH:6][CH:5]=[CH:4][C:3]=1[C@H:8]([O:10][C:11](=[O:26])[NH:12][C:13]1[N:14]([C:19]2[CH:24]=[CH:23][C:22](Br)=[CH:21][CH:20]=2)[N:15]=[CH:16][C:17]=1[F:18])[CH3:9].[C:27]([C:30]1([C:33]2[CH:38]=[CH:37][C:36](B(O)O)=[CH:35][CH:34]=2)[CH2:32][CH2:31]1)([OH:29])=[O:28], predict the reaction product. The product is: [Cl:1][C:2]1[CH:7]=[CH:6][CH:5]=[CH:4][C:3]=1[C@H:8]([O:10][C:11]([NH:12][C:13]1[N:14]([C:19]2[CH:24]=[CH:23][C:22]([C:36]3[CH:37]=[CH:38][C:33]([C:30]4([C:27]([OH:29])=[O:28])[CH2:32][CH2:31]4)=[CH:34][CH:35]=3)=[CH:21][CH:20]=2)[N:15]=[CH:16][C:17]=1[F:18])=[O:26])[CH3:9]. (7) Given the reactants [NH2:1][C:2]1[NH:7][CH:6]=[N:5][C:4](=[O:8])[C:3]=1[CH3:9].[C:10]1(P(C2C=CC=CC=2)C2C=CC=CC=2)C=CC=CC=1.CO.CC(OC(/N=N/C(OC(C)C)=O)=O)C, predict the reaction product. The product is: [CH3:9][C:3]1[C:2]([NH2:1])=[N:7][CH:6]=[N:5][C:4]=1[O:8][CH3:10]. (8) Given the reactants [Cl:1][C:2]1[C:3]([CH3:16])=[C:4]([C:8]([OH:15])=[C:9]([C:11]([CH3:14])([CH3:13])[CH3:12])[CH:10]=1)[C:5]([OH:7])=O.[Cl:17][C:18]1[CH:24]=[C:23]([S:25]([C:28]([F:31])([F:30])[F:29])(=[O:27])=[O:26])[CH:22]=[CH:21][C:19]=1[NH2:20], predict the reaction product. The product is: [Cl:1][C:2]1[C:3]([CH3:16])=[C:4]([C:8]([OH:15])=[C:9]([C:11]([CH3:14])([CH3:13])[CH3:12])[CH:10]=1)[C:5]([NH:20][C:19]1[CH:21]=[CH:22][C:23]([S:25]([C:28]([F:31])([F:29])[F:30])(=[O:27])=[O:26])=[CH:24][C:18]=1[Cl:17])=[O:7]. (9) Given the reactants Br[C:2]1[CH:7]=[CH:6][C:5]([CH:8]2[CH2:13][CH2:12][N:11]([C:14]([O:16][C:17]([CH3:20])([CH3:19])[CH3:18])=[O:15])[CH2:10][CH2:9]2)=[CH:4][CH:3]=1.[CH3:21][C:22]1([CH3:29])[C:26]([CH3:28])([CH3:27])[O:25][BH:24][O:23]1.C(N(CC)CC)C.C1(P(C2CCCCC2)C2C=CC=CC=2C2C(OC)=CC=CC=2OC)CCCCC1, predict the reaction product. The product is: [CH3:21][C:22]1([CH3:29])[C:26]([CH3:28])([CH3:27])[O:25][B:24]([C:2]2[CH:7]=[CH:6][C:5]([CH:8]3[CH2:13][CH2:12][N:11]([C:14]([O:16][C:17]([CH3:20])([CH3:19])[CH3:18])=[O:15])[CH2:10][CH2:9]3)=[CH:4][CH:3]=2)[O:23]1. (10) Given the reactants [CH2:1]([O:3][C:4](=[O:21])[CH2:5][O:6][C:7]1[CH:12]=[CH:11][C:10]([S:13][CH:14]([CH2:18][CH2:19][OH:20])[CH2:15][CH2:16][CH3:17])=[CH:9][CH:8]=1)[CH3:2].[CH3:22][S:23](Cl)(=[O:25])=[O:24], predict the reaction product. The product is: [CH2:1]([O:3][C:4](=[O:21])[CH2:5][O:6][C:7]1[CH:12]=[CH:11][C:10]([S:13][CH:14]([CH2:18][CH2:19][O:20][S:23]([CH3:22])(=[O:25])=[O:24])[CH2:15][CH2:16][CH3:17])=[CH:9][CH:8]=1)[CH3:2].